This data is from Forward reaction prediction with 1.9M reactions from USPTO patents (1976-2016). The task is: Predict the product of the given reaction. (1) Given the reactants COC1C=C2C(C=CC(=O)[N:10]2[CH:13](C)[CH2:14][N:15]2[CH2:20]CC(NC(=O)OC(C)(C)C)[CH2:17][CH2:16]2)=CC=1.FC(F)(F)[C:33](O)=[O:34].NC1CCN([CH2:45][CH2:46][N:47]2[C:52]3[CH:53]=[C:54]([O:57][CH3:58])[CH:55]=[CH:56][C:51]=3CO[C:48]2=[O:59])CC1, predict the reaction product. The product is: [CH3:58][O:57][C:54]1[CH:55]=[CH:56][C:51]2[O:34][CH2:33][C:48](=[O:59])[N:47]([CH2:46][CH2:45][CH2:20][N:15]3[CH2:14][CH2:13][NH:10][CH2:17][CH2:16]3)[C:52]=2[CH:53]=1. (2) Given the reactants [CH3:1][C:2]([CH3:25])([CH3:24])[CH2:3][CH2:4][N:5]1[C:9]2[N:10]=[C:11]([C:14]#[N:15])[N:12]=[CH:13][C:8]=2[CH:7]=[C:6]1[CH:16]=[CH:17][C:18]1[CH:23]=[CH:22][CH:21]=[CH:20][CH:19]=1, predict the reaction product. The product is: [CH3:1][C:2]([CH3:25])([CH3:24])[CH2:3][CH2:4][N:5]1[C:9]2[N:10]=[C:11]([C:14]#[N:15])[N:12]=[CH:13][C:8]=2[CH:7]=[C:6]1[CH2:16][CH2:17][C:18]1[CH:19]=[CH:20][CH:21]=[CH:22][CH:23]=1. (3) Given the reactants [Si]([O:8][CH2:9][C@@H:10]([N:14]1[C:23]2[C:18](=[CH:19][C:20]([NH:26][CH2:27][C:28]3[CH:33]=[CH:32][C:31]([CH3:34])=[CH:30][CH:29]=3)=[C:21]([O:24][CH3:25])[N:22]=2)[C:17](=[O:35])[C:16]([C:36]([O:38]CC)=[O:37])=[CH:15]1)[CH:11]([CH3:13])[CH3:12])(C(C)(C)C)(C)C.O(C)[Na].O, predict the reaction product. The product is: [OH:8][CH2:9][C@@H:10]([N:14]1[C:23]2[C:18](=[CH:19][C:20]([NH:26][CH2:27][C:28]3[CH:29]=[CH:30][C:31]([CH3:34])=[CH:32][CH:33]=3)=[C:21]([O:24][CH3:25])[N:22]=2)[C:17](=[O:35])[C:16]([C:36]([OH:38])=[O:37])=[CH:15]1)[CH:11]([CH3:13])[CH3:12].